Dataset: Catalyst prediction with 721,799 reactions and 888 catalyst types from USPTO. Task: Predict which catalyst facilitates the given reaction. (1) Reactant: [Cl:1][CH2:2][CH2:3][C:4]#[N:5].[NH2:6][C:7]([NH2:9])=[S:8]. Product: [ClH:1].[C:4]([CH2:3][CH2:2][S:8][C:7](=[NH:6])[NH2:9])#[N:5]. The catalyst class is: 6. (2) Reactant: COC1C=CC(C[CH:8]([CH2:12][C:13]2[CH:18]=[CH:17][C:16]([O:19][C:20](=[O:36])[C@H:21]([CH:33]([CH3:35])[CH3:34])[NH:22][C:23]([O:25][CH2:26][C:27]3[CH:32]=[CH:31][CH:30]=[CH:29][CH:28]=3)=[O:24])=[C:15]([O:37][C:38](=[O:54])[C@H:39]([CH:51]([CH3:53])[CH3:52])[NH:40][C:41]([O:43][CH2:44][C:45]3[CH:50]=[CH:49][CH:48]=[CH:47][CH:46]=3)=[O:42])[CH:14]=2)[C:9]([O-:11])=[O:10])=CC=1.C(O)(C(F)(F)F)=O. Product: [C:41]([NH:40][C@H:39]([C:38]([O:37][C:15]1[CH:14]=[C:13]([CH:18]=[CH:17][C:16]=1[O:19][C:20](=[O:36])[C@H:21]([CH:33]([CH3:35])[CH3:34])[NH:22][C:23]([O:25][CH2:26][C:27]1[CH:32]=[CH:31][CH:30]=[CH:29][CH:28]=1)=[O:24])[CH2:12][CH2:8][C:9]([OH:11])=[O:10])=[O:54])[CH:51]([CH3:52])[CH3:53])([O:43][CH2:44][C:45]1[CH:46]=[CH:47][CH:48]=[CH:49][CH:50]=1)=[O:42]. The catalyst class is: 4. (3) Reactant: Cl[C:2]1[C:3]([C:12]([O:14]C)=O)=[N:4][CH:5]=[C:6]([C:8]([F:11])([F:10])[F:9])[CH:7]=1.[C:16]([O:20][CH3:21])(=[O:19])[CH2:17][SH:18].CC(C)([O-])C.[Na+].Cl. Product: [OH:14][C:12]1[C:3]2=[N:4][CH:5]=[C:6]([C:8]([F:9])([F:10])[F:11])[CH:7]=[C:2]2[S:18][C:17]=1[C:16]([O:20][CH3:21])=[O:19]. The catalyst class is: 18.